This data is from Full USPTO retrosynthesis dataset with 1.9M reactions from patents (1976-2016). The task is: Predict the reactants needed to synthesize the given product. (1) Given the product [CH3:17][C:10]1[CH:11]=[C:12]([CH3:16])[CH:13]=[C:14]([CH3:15])[C:9]=1[CH:6]1[C:5](=[O:18])[CH2:4][CH2:3][C:7]1=[O:8], predict the reactants needed to synthesize it. The reactants are: OC(C1CCOCC1)[CH:3]1[C:7](=[O:8])[C:6]([C:9]2[C:14]([CH3:15])=[CH:13][C:12]([CH3:16])=[CH:11][C:10]=2[CH3:17])=[C:5]([O:18]C)[CH2:4]1. (2) Given the product [CH2:1]([O:8][C:9]1[CH:10]=[CH:11][C:12]([NH:13][CH2:19][CH:18]([O:21][CH3:22])[O:17][CH3:16])=[CH:14][CH:15]=1)[C:2]1[CH:3]=[CH:4][CH:5]=[CH:6][CH:7]=1, predict the reactants needed to synthesize it. The reactants are: [CH2:1]([O:8][C:9]1[CH:15]=[CH:14][C:12]([NH2:13])=[CH:11][CH:10]=1)[C:2]1[CH:7]=[CH:6][CH:5]=[CH:4][CH:3]=1.[CH3:16][O:17][CH:18]([O:21][CH3:22])[CH2:19]Br.C(=O)([O-])[O-].[K+].[K+]. (3) The reactants are: [CH2:1]([C:3]1[CH:8]=[CH:7][CH:6]=[C:5]([CH2:9][CH3:10])[C:4]=1[C:11]1[CH:20]=[C:19]([CH3:21])[C:14]([C:15]([O:17]C)=[O:16])=[C:13](/[CH:22]=[CH:23]/[CH3:24])[N:12]=1)[CH3:2].C(O)(C(F)(F)F)=O.C([O-])(O)=O.[Na+]. Given the product [CH2:9]([C:5]1[CH:6]=[CH:7][CH:8]=[C:3]([CH2:1][CH3:2])[C:4]=1[C:11]1[N:12]=[C:13]2[CH2:22][CH:23]([CH3:24])[O:17][C:15](=[O:16])[C:14]2=[C:19]([CH3:21])[CH:20]=1)[CH3:10], predict the reactants needed to synthesize it.